From a dataset of Full USPTO retrosynthesis dataset with 1.9M reactions from patents (1976-2016). Predict the reactants needed to synthesize the given product. Given the product [Cl:3][C:4]1[CH:5]=[C:6]([C:14]2[O:18][N:17]=[C:16]([C:19]3[CH:27]=[C:26]4[C:22]([C:23]([CH2:28][N:39]5[CH2:40][CH2:41][CH:36]([C:34]([O:33][CH2:31][CH3:32])=[O:35])[CH2:37][CH2:38]5)=[CH:24][NH:25]4)=[CH:21][CH:20]=3)[N:15]=2)[CH:7]=[N:8][C:9]=1[O:10][CH:11]([CH3:13])[CH3:12], predict the reactants needed to synthesize it. The reactants are: [OH-].[Na+].[Cl:3][C:4]1[CH:5]=[C:6]([C:14]2[O:18][N:17]=[C:16]([C:19]3[CH:27]=[C:26]4[C:22]([C:23]([CH:28]=O)=[CH:24][NH:25]4)=[CH:21][CH:20]=3)[N:15]=2)[CH:7]=[N:8][C:9]=1[O:10][CH:11]([CH3:13])[CH3:12].Cl.[CH2:31]([O:33][C:34]([CH:36]1[CH2:41][CH2:40][NH:39][CH2:38][CH2:37]1)=[O:35])[CH3:32].